From a dataset of Reaction yield outcomes from USPTO patents with 853,638 reactions. Predict the reaction yield, written as a fraction of the theoretical maximum amount of product (1.0 means a 100% yield; for example, 0.34 means a 34% yield). The reactants are [Cl:1][C:2]1[CH:3]=[C:4]([CH:7]=[CH:8][CH:9]=1)[CH:5]=[O:6].S([O-])([O-])(=O)=O.[Mg+2].CC(N=P(N1CCCC1)(N1CCCC1)N1CCCC1)(C)C.[N+:37]([CH3:40])([O-:39])=[O:38]. No catalyst specified. The product is [Cl:1][C:2]1[CH:3]=[C:4]([CH:5]([OH:6])[CH2:40][N+:37]([O-:39])=[O:38])[CH:7]=[CH:8][CH:9]=1. The yield is 1.00.